From a dataset of TCR-epitope binding with 47,182 pairs between 192 epitopes and 23,139 TCRs. Binary Classification. Given a T-cell receptor sequence (or CDR3 region) and an epitope sequence, predict whether binding occurs between them. (1) Result: 0 (the TCR does not bind to the epitope). The TCR CDR3 sequence is CASSSRGQLDTQYF. The epitope is ARMILMTHF. (2) The epitope is FLPRVFSAV. The TCR CDR3 sequence is CASSPRDRRETQYF. Result: 1 (the TCR binds to the epitope). (3) The epitope is ISPRTLNAW. The TCR CDR3 sequence is CASSKRPWTGGPIIYNSPLHF. Result: 0 (the TCR does not bind to the epitope). (4) The epitope is LEPLVDLPI. The TCR CDR3 sequence is CASSPSASGRPDTQYF. Result: 0 (the TCR does not bind to the epitope). (5) The epitope is SSNVANYQK. The TCR CDR3 sequence is CSARLDYEQYF. Result: 0 (the TCR does not bind to the epitope).